The task is: Predict the reaction yield, written as a fraction of the theoretical maximum amount of product (1.0 means a 100% yield; for example, 0.34 means a 34% yield).. This data is from Reaction yield outcomes from USPTO patents with 853,638 reactions. (1) The reactants are [Br:1][C:2]1[CH:3]=[N:4][CH:5]=[N:6][CH:7]=1.[CH:8]1([Mg]Br)[CH2:10][CH2:9]1.O.C(C1C(=O)C(Cl)=C(Cl)C(=O)C=1C#N)#N. The catalyst is CCOCC.C1COCC1. The product is [Br:1][C:2]1[C:3]([CH:8]2[CH2:10][CH2:9]2)=[N:4][CH:5]=[N:6][CH:7]=1. The yield is 0.200. (2) The reactants are [N+:1]([C:4]1[CH:13]=[CH:12][C:7]2[N:8]=[CH:9][CH2:10][O:11][C:6]=2[CH:5]=1)([O-:3])=[O:2].[Cl-].[NH4+].[OH-].[Na+].Br.Br[CH2:20][C:21]1[CH:22]=[N:23][CH:24]=[CH:25][CH:26]=1. The catalyst is CN(C=O)C.O.C(OCC)(=O)C. The product is [N+:1]([C:4]1[CH:13]=[CH:12][C:7]2[N:8]([CH2:20][C:21]3[CH:22]=[N:23][CH:24]=[CH:25][CH:26]=3)[CH:9]=[CH:10][O:11][C:6]=2[CH:5]=1)([O-:3])=[O:2]. The yield is 0.440.